Dataset: Forward reaction prediction with 1.9M reactions from USPTO patents (1976-2016). Task: Predict the product of the given reaction. (1) The product is: [NH2:18][C:8]1[CH:9]=[C:10]([N:13]([CH3:17])[C:14](=[O:16])[CH3:15])[CH:11]=[CH:12][C:7]=1[NH:6][CH2:5][CH:1]1[CH2:4][CH2:3][CH2:2]1. Given the reactants [CH:1]1([CH2:5][NH:6][C:7]2[CH:12]=[CH:11][C:10]([N:13]([CH3:17])[C:14](=[O:16])[CH3:15])=[CH:9][C:8]=2[N+:18]([O-])=O)[CH2:4][CH2:3][CH2:2]1, predict the reaction product. (2) The product is: [NH2:1][C:2]1[C:3]([SH:10])=[N:4][CH:5]=[N:6][C:7]=1[Cl:8]. Given the reactants [NH2:1][C:2]1[C:3](Cl)=[N:4][CH:5]=[N:6][C:7]=1[Cl:8].[S-2:10].[Na+].[Na+].Cl, predict the reaction product. (3) Given the reactants [NH2:1][C:2]1[CH:10]=[CH:9][C:8]([N:11]2[CH2:16][CH2:15][O:14][CH2:13][CH2:12]2)=[CH:7][C:3]=1[C:4]([NH2:6])=[O:5].[C:17]([Si:21]([CH3:37])([CH3:36])[O:22][CH2:23][CH2:24][O:25][C:26]1[C:33]([CH3:34])=[CH:32][C:29]([CH:30]=O)=[CH:28][C:27]=1[CH3:35])([CH3:20])([CH3:19])[CH3:18].S([O-])(O)=O.[Na+].C1(C)C=CC(S(O)(=O)=O)=CC=1.C(=O)(O)[O-].[Na+], predict the reaction product. The product is: [C:17]([Si:21]([CH3:37])([CH3:36])[O:22][CH2:23][CH2:24][O:25][C:26]1[C:27]([CH3:35])=[CH:28][C:29]([C:30]2[NH:6][C:4](=[O:5])[C:3]3[C:2](=[CH:10][CH:9]=[C:8]([N:11]4[CH2:12][CH2:13][O:14][CH2:15][CH2:16]4)[CH:7]=3)[N:1]=2)=[CH:32][C:33]=1[CH3:34])([CH3:20])([CH3:19])[CH3:18]. (4) The product is: [C:4]([O:3][C:1](=[O:2])[N:8]([CH:9]1[CH2:14][CH2:13][CH:12]([NH:15][CH2:16][C:17]2[CH:18]=[C:19]([C:30]3[CH:35]=[CH:34][C:33]([O:36][CH3:37])=[CH:32][CH:31]=3)[CH:20]=[CH:21][C:22]=2[O:23][CH3:24])[CH2:11][CH2:10]1)[CH3:28])([CH3:7])([CH3:6])[CH3:5]. Given the reactants [C:1]([N:8]([CH3:28])[CH:9]1[CH2:14][CH2:13][CH:12]([NH:15][CH2:16][C:17]2[CH:18]=[C:19](B(O)O)[CH:20]=[CH:21][C:22]=2[O:23][CH3:24])[CH2:11][CH2:10]1)([O:3][C:4]([CH3:7])([CH3:6])[CH3:5])=[O:2].Br[C:30]1[CH:35]=[CH:34][C:33]([O:36][CH3:37])=[CH:32][CH:31]=1, predict the reaction product. (5) The product is: [CH2:41]([O:30][C:26]1[C:27]([CH3:28])=[CH:22][CH:23]=[CH:24][C:25]=1[CH:56]=[O:55])[C:38]1[CH:39]=[CH:40][CH:35]=[CH:36][CH:37]=1. Given the reactants FC1C=CC(C2N=C(C(N3C[CH2:28][C:27]4[C:22](=[CH:23][CH:24]=[C:25](N(C)C)[C:26]=4[OH:30])C3)=O)C3C(=CC=CC=3)N=2)=CC=1.F[C:35]1[CH:40]=[CH:39][C:38]([C:41]2N=C(C(O)=O)C3C(=CC=CC=3)N=2)=[CH:37][CH:36]=1.Cl.[OH:55][C:56]1C(N(C)C)=CC=C2C=1CCNC2, predict the reaction product.